This data is from Forward reaction prediction with 1.9M reactions from USPTO patents (1976-2016). The task is: Predict the product of the given reaction. Given the reactants [C:1]1([C:7]([CH:9]=O)=O)[CH:6]=[CH:5][CH:4]=[CH:3][CH:2]=1.[C:11]([O:15][C:16](=[O:42])[NH:17][C:18]1[CH:19]=[N:20][CH:21]=[C:22]([C:25]2[CH:26]=[C:27]3[C:31](=[CH:32][CH:33]=2)[N:30]([CH:34]2[CH2:39][CH2:38][CH2:37][CH2:36][O:35]2)[N:29]=[C:28]3[CH:40]=O)[C:23]=1[CH3:24])([CH3:14])([CH3:13])[CH3:12].C(=O)([O-])[O-].[NH4+:47].[NH4+:48], predict the reaction product. The product is: [C:11]([O:15][C:16](=[O:42])[NH:17][C:18]1[CH:19]=[N:20][CH:21]=[C:22]([C:25]2[CH:26]=[C:27]3[C:31](=[CH:32][CH:33]=2)[N:30]([CH:34]2[CH2:39][CH2:38][CH2:37][CH2:36][O:35]2)[N:29]=[C:28]3[C:40]2[NH:47][CH:9]=[C:7]([C:1]3[CH:2]=[CH:3][CH:4]=[CH:5][CH:6]=3)[N:48]=2)[C:23]=1[CH3:24])([CH3:14])([CH3:12])[CH3:13].